Dataset: Forward reaction prediction with 1.9M reactions from USPTO patents (1976-2016). Task: Predict the product of the given reaction. (1) Given the reactants Cl.[NH2:2][OH:3].C([O-])(=O)C.[Na+].[CH3:9][CH2:10][CH2:11][CH2:12][CH2:13][CH3:14].[C:15]([O:18][CH2:19][CH3:20])(=[O:17])[CH3:16], predict the reaction product. The product is: [OH:3][N:2]=[C:11]1[CH2:12][CH2:13][CH2:14][CH:10]1[CH2:9][CH2:16][C:15]([O:18][CH2:19][CH3:20])=[O:17]. (2) Given the reactants [F:1][CH:2]([F:26])[O:3][C:4]1[CH:9]=[CH:8][C:7]([C:10](=[O:23])[C:11]([C:13]2[CH:18]=[CH:17][CH:16]=[C:15]([C:19]#[C:20][CH2:21]O)[CH:14]=2)=[O:12])=[CH:6][C:5]=1[CH2:24][CH3:25].CCN(S(F)(F)[F:33])CC, predict the reaction product. The product is: [F:1][CH:2]([F:26])[O:3][C:4]1[CH:9]=[CH:8][C:7]([C:10](=[O:23])[C:11]([C:13]2[CH:18]=[CH:17][CH:16]=[C:15]([C:19]#[C:20][CH2:21][F:33])[CH:14]=2)=[O:12])=[CH:6][C:5]=1[CH2:24][CH3:25]. (3) The product is: [CH2:1]([O:3][C:4]([CH:6]1[CH2:9][C:8]([OH:19])([C:10]2[CH:11]=[CH:12][C:13]([C:16]3[CH2:41][C:40]([C:38]4[CH:37]=[C:36]([Cl:46])[C:35]([Cl:47])=[C:34]([Cl:33])[CH:39]=4)([C:42]([F:45])([F:44])[F:43])[O:18][N:17]=3)=[CH:14][CH:15]=2)[CH2:7]1)=[O:5])[CH3:2]. Given the reactants [CH2:1]([O:3][C:4]([CH:6]1[CH2:9][C:8]([OH:19])([C:10]2[CH:15]=[CH:14][C:13]([CH:16]=[N:17][OH:18])=[CH:12][CH:11]=2)[CH2:7]1)=[O:5])[CH3:2].ClN1C(=O)CCC1=O.C(=O)([O-])O.[K+].[Cl:33][C:34]1[CH:39]=[C:38]([C:40]([C:42]([F:45])([F:44])[F:43])=[CH2:41])[CH:37]=[C:36]([Cl:46])[C:35]=1[Cl:47], predict the reaction product. (4) Given the reactants [CH3:1][C:2]1[O:6][N:5]=[C:4]([C:7]2[CH:12]=[CH:11][C:10]([N+:13]([O-])=O)=[CH:9][CH:8]=2)[N:3]=1.[Cl-].[NH4+], predict the reaction product. The product is: [CH3:1][C:2]1[O:6][N:5]=[C:4]([C:7]2[CH:12]=[CH:11][C:10]([NH2:13])=[CH:9][CH:8]=2)[N:3]=1. (5) The product is: [Br:30][C:26]1[CH:25]=[C:24]([NH:23][C:5]2[C:4]3[C:9](=[CH:10][C:11]([O:12][CH2:13][CH2:14][CH2:15][CH:16]4[CH2:21][CH2:20][N:19]([CH3:22])[CH2:18][CH2:17]4)=[C:2]([NH:1][C:38]([CH:39]=[CH2:40])=[O:41])[CH:3]=3)[N:8]=[CH:7][N:6]=2)[CH:29]=[CH:28][CH:27]=1. Given the reactants [NH2:1][C:2]1[CH:3]=[C:4]2[C:9](=[CH:10][C:11]=1[O:12][CH2:13][CH2:14][CH2:15][CH:16]1[CH2:21][CH2:20][N:19]([CH3:22])[CH2:18][CH2:17]1)[N:8]=[CH:7][N:6]=[C:5]2[NH:23][C:24]1[CH:29]=[CH:28][CH:27]=[C:26]([Br:30])[CH:25]=1.C(N(CC)CC)C.[C:38](Cl)(=[O:41])[CH:39]=[CH2:40], predict the reaction product. (6) Given the reactants [F:1][C:2]1[CH:3]=[C:4]([CH:7]=[CH:8][C:9]=1[F:10])[C:5]#[N:6].[Cl-].[OH:12][NH3+:13].C(=O)(O)[O-].[Na+], predict the reaction product. The product is: [F:1][C:2]1[CH:3]=[C:4]([C:5](=[N:13][OH:12])[NH2:6])[CH:7]=[CH:8][C:9]=1[F:10]. (7) Given the reactants C(O[C:6]([N:8]1[CH2:12][C:11](=[N:13][O:14][CH2:15][C:16]2[CH:21]=[CH:20][C:19]([Cl:22])=[C:18]([Cl:23])[CH:17]=2)[CH2:10][C@H:9]1[C:24]([OH:26])=O)=[O:7])(C)(C)C.[C:27](Cl)(=O)C.[C:31]([N:34]1[CH2:39][CH2:38][NH:37][CH2:36][CH2:35]1)(=[O:33])[CH3:32], predict the reaction product. The product is: [Cl:23][C:18]1[CH:17]=[C:16]([CH:21]=[CH:20][C:19]=1[Cl:22])[CH2:15][O:14][N:13]=[C:11]1[CH2:10][C@@H:9]([C:24]([N:37]2[CH2:38][CH2:39][N:34]([C:31](=[O:33])[CH3:32])[CH2:35][CH2:36]2)=[O:26])[N:8]([C:6](=[O:7])[CH3:27])[CH2:12]1. (8) Given the reactants [N:1]1([C:10]([O:12][C:13]([CH3:16])([CH3:15])[CH3:14])=[O:11])[C:9]2[CH:8]=[CH:7][N:6]=[CH:5][C:4]=2[CH:3]=[CH:2]1.COCCO, predict the reaction product. The product is: [N:1]1([C:10]([O:12][C:13]([CH3:16])([CH3:15])[CH3:14])=[O:11])[CH:9]2[CH:4]([CH2:5][NH:6][CH2:7][CH2:8]2)[CH2:3][CH2:2]1. (9) Given the reactants C([O:5][C:6](=[O:45])[CH2:7][CH2:8][N:9](C(OC(C)(C)C)=O)[CH2:10][C:11]([N:13]1[C:21]2[C:16](=[CH:17][C:18]([O:22][CH2:23][C:24]3[CH:29]=[CH:28][C:27]([CH:30]4[CH2:35][CH2:34][CH2:33][CH2:32][CH2:31]4)=[C:26]([C:36]#[N:37])[CH:25]=3)=[CH:19][CH:20]=2)[CH2:15][CH2:14]1)=[O:12])(C)(C)C, predict the reaction product. The product is: [C:36]([C:26]1[CH:25]=[C:24]([CH2:23][O:22][C:18]2[CH:17]=[C:16]3[C:21](=[CH:20][CH:19]=2)[N:13]([C:11](=[O:12])[CH2:10][NH:9][CH2:8][CH2:7][C:6]([OH:45])=[O:5])[CH2:14][CH2:15]3)[CH:29]=[CH:28][C:27]=1[CH:30]1[CH2:35][CH2:34][CH2:33][CH2:32][CH2:31]1)#[N:37].